This data is from Full USPTO retrosynthesis dataset with 1.9M reactions from patents (1976-2016). The task is: Predict the reactants needed to synthesize the given product. (1) Given the product [Cl:3][C:4]1[CH:12]=[CH:11][C:10]2[N:9]([CH2:20][C:21]([N:23]3[CH2:28][CH2:27][CH:26]([CH3:29])[CH2:25][CH2:24]3)=[O:22])[C:8]3[CH2:13][CH2:14][N:15]([CH3:18])[CH2:16][CH2:17][C:7]=3[C:6]=2[CH:5]=1, predict the reactants needed to synthesize it. The reactants are: [H-].[Na+].[Cl:3][C:4]1[CH:12]=[CH:11][C:10]2[NH:9][C:8]3[CH2:13][CH2:14][N:15]([CH3:18])[CH2:16][CH2:17][C:7]=3[C:6]=2[CH:5]=1.Cl[CH2:20][C:21]([N:23]1[CH2:28][CH2:27][CH:26]([CH3:29])[CH2:25][CH2:24]1)=[O:22]. (2) Given the product [N:27]1[CH:28]=[CH:29][CH:30]=[CH:31][C:26]=1[CH2:25][N:21]1[C:22]2[C:18](=[CH:17][C:16]([NH:15][C:7]3[C:6]4[C:5]([OH:4])=[CH:14][CH:13]=[CH:12][C:11]=4[N:10]=[CH:9][N:8]=3)=[CH:24][CH:23]=2)[CH:19]=[CH:20]1, predict the reactants needed to synthesize it. The reactants are: C([O:4][C:5]1[CH:14]=[CH:13][CH:12]=[C:11]2[C:6]=1[C:7]([NH:15][C:16]1[CH:17]=[C:18]3[C:22](=[CH:23][CH:24]=1)[N:21]([CH2:25][C:26]1[CH:31]=[CH:30][CH:29]=[CH:28][N:27]=1)[CH:20]=[CH:19]3)=[N:8][CH:9]=[N:10]2)C=C.CC1(C)OC(=O)CC(=O)O1. (3) Given the product [F:1][C:2]1[CH:7]=[CH:6][CH:5]=[CH:4][C:3]=1[N:8]1[C:12]([C:18]2[CH:19]=[C:20]([CH2:22][O:23][C@H:24]([CH3:29])[C:25]([F:28])([F:27])[F:26])[CH:21]=[C:16]([F:15])[CH:17]=2)=[CH:11][C:10]([NH2:14])=[N:9]1, predict the reactants needed to synthesize it. The reactants are: [F:1][C:2]1[CH:7]=[CH:6][CH:5]=[CH:4][C:3]=1[N:8]1[C:12](I)=[CH:11][C:10]([NH2:14])=[N:9]1.[F:15][C:16]1[CH:17]=[C:18](B2OC(C)(C)C(C)(C)O2)[CH:19]=[C:20]([CH2:22][O:23][C@H:24]([CH3:29])[C:25]([F:28])([F:27])[F:26])[CH:21]=1.C1(P(C2CCCCC2)C2CCCCC2)CCCCC1.C(=O)([O-])[O-].[K+].[K+]. (4) Given the product [CH3:12][C:13]1[CH:14]=[C:15]2[C:20](=[CH:21][CH:22]=1)[CH:19]=[C:18]([CH:23]=[O:24])[C:17]([S:26][CH3:25])=[CH:16]2, predict the reactants needed to synthesize it. The reactants are: CCCCCC.C([Li])CCC.[CH3:12][C:13]1[CH:14]=[C:15]2[C:20](=[CH:21][CH:22]=1)[CH:19]=[C:18]([CH:23]=[O:24])[CH:17]=[CH:16]2.[CH3:25][S:26]SC.Cl. (5) Given the product [Br:1][C:2]1[CH:3]=[C:4]([C:10]2[CH:11]=[CH:12][CH:13]=[CH:14][CH:15]=2)[CH:5]=[CH:6][C:7]=1[C:8]#[C:9][C:16]([OH:18])=[O:17], predict the reactants needed to synthesize it. The reactants are: [Br:1][C:2]1[CH:3]=[C:4]([C:10]2[CH:15]=[CH:14][CH:13]=[CH:12][CH:11]=2)[CH:5]=[CH:6][C:7]=1[C:8]#[CH:9].[C:16](=[O:18])=[O:17]. (6) Given the product [C:3]([N:40]1[CH2:41][CH2:42][CH:37]([NH:36][S:33]([C:27]2[CH:26]=[C:25]([C:18]3[C:17]([Cl:43])=[CH:16][C:15]([NH:14][C:11]4[N:10]=[C:9]([NH2:8])[NH:13][N:12]=4)=[CH:20][C:19]=3[C:21]([F:22])([F:24])[F:23])[CH:30]=[CH:29][C:28]=2[O:31][CH3:32])(=[O:35])=[O:34])[CH2:38][CH2:39]1)(=[O:4])[CH3:2], predict the reactants needed to synthesize it. The reactants are: F[C:2](F)(F)[C:3](O)=[O:4].[NH2:8][C:9]1[NH:13][N:12]=[C:11]([NH:14][C:15]2[CH:20]=[C:19]([C:21]([F:24])([F:23])[F:22])[C:18]([C:25]3[CH:30]=[CH:29][C:28]([O:31][CH3:32])=[C:27]([S:33]([NH:36][CH:37]4[CH2:42][CH2:41][NH:40][CH2:39][CH2:38]4)(=[O:35])=[O:34])[CH:26]=3)=[C:17]([Cl:43])[CH:16]=2)[N:10]=1.C([O-])(O)=O.[Na+].C(OC(=O)C)(=O)C. (7) Given the product [F:1][C:2]1[CH:7]=[CH:6][C:5]([NH:8][C:9]([CH:11]2[CH:16]3[CH:14]([CH2:15]3)[N:13]([S:26](=[O:31])(=[O:25])[NH:27][CH:28]([CH3:30])[CH3:29])[CH2:12]2)=[O:10])=[CH:4][C:3]=1[CH3:17], predict the reactants needed to synthesize it. The reactants are: [F:1][C:2]1[CH:7]=[CH:6][C:5]([NH:8][C:9]([CH:11]2[CH:16]3[CH:14]([CH2:15]3)[NH:13][CH2:12]2)=[O:10])=[CH:4][C:3]=1[CH3:17].OC1C=CC=CC=1[O:25][S:26](=O)(=[O:31])[NH:27][CH:28]([CH3:30])[CH3:29].C(N(CC)CC)C.